Dataset: Reaction yield outcomes from USPTO patents with 853,638 reactions. Task: Predict the reaction yield, written as a fraction of the theoretical maximum amount of product (1.0 means a 100% yield; for example, 0.34 means a 34% yield). (1) The reactants are [F:1][C:2]1[CH:7]=[CH:6][C:5]([C:8]2[CH:16]=[C:15]3[C:11]([CH:12]=[CH:13][N:14]3[C:17]([O:19][C:20]([CH3:23])([CH3:22])[CH3:21])=[O:18])=[CH:10][CH:9]=2)=[CH:4][CH:3]=1.[Br:24]N1C(=O)CCC1=O. The catalyst is C1COCC1.CCOCC. The product is [Br:24][C:12]1[C:11]2[C:15](=[CH:16][C:8]([C:5]3[CH:4]=[CH:3][C:2]([F:1])=[CH:7][CH:6]=3)=[CH:9][CH:10]=2)[N:14]([C:17]([O:19][C:20]([CH3:23])([CH3:22])[CH3:21])=[O:18])[CH:13]=1. The yield is 0.570. (2) The reactants are Cl[C:2]1[C:7]2[CH:8]=[CH:9][O:10][C:6]=2[C:5]([CH2:11][C:12]([NH2:14])=[O:13])=[CH:4][N:3]=1.C(CN)O.[CH3:19][N:20](C)[CH:21]=O. The yield is 0.430. No catalyst specified. The product is [CH3:19][N:20]([CH3:21])[C:2]1[C:7]2[CH:8]=[CH:9][O:10][C:6]=2[C:5]([CH2:11][C:12]([NH2:14])=[O:13])=[CH:4][N:3]=1. (3) The reactants are ClC([O:4][CH2:5][CH3:6])=O.[CH2:7]([N:14]([CH2:27][C:28]1[CH:33]=[CH:32][CH:31]=[CH:30][CH:29]=1)[C:15]1[CH:16]=[C:17](/[CH:22]=[CH:23]/C(O)=O)C=[C:19]([F:21])[CH:20]=1)[C:8]1[CH:13]=[CH:12][CH:11]=[CH:10][CH:9]=1.C([N:36](CC)CC)C.[N-]=[N+]=[N-].[Na+]. The catalyst is CC(C)=O.O. The product is [CH2:7]([N:14]([CH2:27][C:28]1[CH:33]=[CH:32][CH:31]=[CH:30][CH:29]=1)[C:15]1[CH:16]=[C:17]2[C:6](=[C:19]([F:21])[CH:20]=1)[C:5](=[O:4])[NH:36][CH:23]=[CH:22]2)[C:8]1[CH:13]=[CH:12][CH:11]=[CH:10][CH:9]=1. The yield is 0.830. (4) The reactants are [N:1]1[CH:6]=[CH:5][CH:4]=[CH:3][C:2]=1[C:7]1[NH:11][CH:10]=[C:9]([CH:12]=[O:13])[CH:8]=1.[H-].[Na+].C1OCCOCCOCCOCCOC1.[C:31]1([S:37](Cl)(=[O:39])=[O:38])[CH:36]=[CH:35][CH:34]=[CH:33][CH:32]=1. The catalyst is O1CCCC1.[Cl-].[Na+].O. The product is [C:31]1([S:37]([N:11]2[C:7]([C:2]3[CH:3]=[CH:4][CH:5]=[CH:6][N:1]=3)=[CH:8][C:9]([CH:12]=[O:13])=[CH:10]2)(=[O:39])=[O:38])[CH:36]=[CH:35][CH:34]=[CH:33][CH:32]=1. The yield is 0.590. (5) The reactants are Br[C:2]1[CH:23]=[CH:22][C:5]2[C:6]3[N:7]=[C:8]([C:14]4[N:18]([CH:19]([CH3:21])[CH3:20])[CH:17]=[N:16][N:15]=4)[S:9][C:10]=3[CH2:11][CH2:12][O:13][C:4]=2[CH:3]=1.F[B-](F)(F)F.C([PH+](C(C)(C)C)C(C)(C)C)(C)(C)C.C1CCN2C(=NCCC2)CC1.O1C[CH2:57][O:56][CH2:55]C1.C[OH:60]. The catalyst is CC1C(P(C2C([CH2-])=CC=CC=2)C2C(C)=CC=CC=2)=CC=CC=1.CC1C(P(C2C([CH2-])=CC=CC=2)C2C(C)=CC=CC=2)=CC=CC=1.CC(O)=O.CC(O)=O.[Pd].[Pd].[C-]#[O+].[C-]#[O+].[C-]#[O+].[C-]#[O+].[C-]#[O+].[C-]#[O+].[Mo]. The product is [CH3:55][O:56][C:57]([C:2]1[CH:23]=[CH:22][C:5]2[C:6]3[N:7]=[C:8]([C:14]4[N:18]([CH:19]([CH3:21])[CH3:20])[CH:17]=[N:16][N:15]=4)[S:9][C:10]=3[CH2:11][CH2:12][O:13][C:4]=2[CH:3]=1)=[O:60]. The yield is 0.540. (6) The reactants are [Cl:1][C:2]1[CH:15]=[C:14]([CH:16]=[CH2:17])[CH:13]=[CH:12][C:3]=1[CH2:4][NH:5][C:6]1[CH:11]=[CH:10][CH:9]=[CH:8][N:7]=1.Br[CH:19]([C:24]1[CH:25]=[C:26]([Cl:32])[C:27]([Cl:31])=[C:28]([Cl:30])[CH:29]=1)[C:20]([F:23])([F:22])[F:21].N1C=CC=CC=1C1C=CC=CN=1. The catalyst is ClC1C=CC=CC=1Cl.Cl[Cu]. The product is [Cl:1][C:2]1[CH:15]=[C:14](/[CH:16]=[CH:17]/[CH:19]([C:24]2[CH:25]=[C:26]([Cl:32])[C:27]([Cl:31])=[C:28]([Cl:30])[CH:29]=2)[C:20]([F:22])([F:21])[F:23])[CH:13]=[CH:12][C:3]=1[CH2:4][NH:5][C:6]1[CH:11]=[CH:10][CH:9]=[CH:8][N:7]=1. The yield is 0.350. (7) The reactants are [CH3:1][O:2][C:3]1[CH:8]=[CH:7][C:6]([C:9](=[O:13])[CH2:10][C:11]#[N:12])=[CH:5][CH:4]=1.[F:14][C:15]1[CH:21]=[CH:20][C:18]([NH2:19])=[CH:17][CH:16]=1. The catalyst is C(O)C. The product is [F:14][C:15]1[CH:21]=[CH:20][C:18]([NH:19][C:11](=[NH:12])[CH2:10][C:9]([C:6]2[CH:7]=[CH:8][C:3]([O:2][CH3:1])=[CH:4][CH:5]=2)=[O:13])=[CH:17][CH:16]=1. The yield is 0.100. (8) The reactants are O[CH:2]([C:16]1[CH:21]=[CH:20][CH:19]=[CH:18][C:17]=1[S:22]([C:25]1[CH:30]=[CH:29][CH:28]=[CH:27][CH:26]=1)(=[O:24])=[O:23])[C:3]1[C:11]2[C:10](=[O:12])[CH2:9][C:8]([CH3:14])([CH3:13])[CH2:7][C:6]=2[NH:5][C:4]=1[CH3:15].FC(F)(F)S(O[Si](C)(C)C)(=O)=O.C([SiH](CC)CC)C. The catalyst is C(Cl)Cl. The product is [CH3:15][C:4]1[NH:5][C:6]2[CH2:7][C:8]([CH3:14])([CH3:13])[CH2:9][C:10](=[O:12])[C:11]=2[C:3]=1[CH2:2][C:16]1[CH:21]=[CH:20][CH:19]=[CH:18][C:17]=1[S:22]([C:25]1[CH:30]=[CH:29][CH:28]=[CH:27][CH:26]=1)(=[O:24])=[O:23]. The yield is 0.870. (9) The reactants are Br[C:2]1[O:6][C:5]([CH:7]=[O:8])=[CH:4][CH:3]=1.[CH3:9][O:10][C:11]([C:13]1[CH:18]=[CH:17][C:16](B(O)O)=[CH:15][CH:14]=1)=[O:12].[F-].[K+].C(P(C(C)(C)C)C(C)(C)C)(C)(C)C.CCCCCC. The catalyst is O1CCOCC1.C(Cl)Cl. The product is [CH3:9][O:10][C:11](=[O:12])[C:13]1[CH:18]=[CH:17][C:16]([C:2]2[O:6][C:5]([CH:7]=[O:8])=[CH:4][CH:3]=2)=[CH:15][CH:14]=1. The yield is 0.810. (10) The reactants are [N:1]1([C:7]2[CH:12]=[CH:11][C:10]([C:13]3[NH:22][C:21](=[O:23])[C:20]4[C:15](=[CH:16][CH:17]=[CH:18][CH:19]=4)[N:14]=3)=[CH:9][CH:8]=2)[CH2:6][CH2:5][NH:4][CH2:3][CH2:2]1.CCN(C(C)C)C(C)C.FC(F)(F)S(O[CH2:39][C:40]([F:43])([F:42])[F:41])(=O)=O. The catalyst is C1COCC1. The product is [F:41][C:40]([F:43])([F:42])[CH2:39][N:4]1[CH2:5][CH2:6][N:1]([C:7]2[CH:8]=[CH:9][C:10]([C:13]3[NH:22][C:21](=[O:23])[C:20]4[C:15](=[CH:16][CH:17]=[CH:18][CH:19]=4)[N:14]=3)=[CH:11][CH:12]=2)[CH2:2][CH2:3]1. The yield is 0.940.